From a dataset of Forward reaction prediction with 1.9M reactions from USPTO patents (1976-2016). Predict the product of the given reaction. Given the reactants [CH3:1][O:2][C:3]1[CH:4]=[C:5]([CH:8]=[CH:9][C:10]=1[N+:11]([O-:13])=[O:12])[CH2:6][OH:7].N1C=CN=C1.[C:19]([Si:23]([CH3:26])([CH3:25])Cl)([CH3:22])([CH3:21])[CH3:20], predict the reaction product. The product is: [C:19]([Si:23]([O:7][CH2:6][C:5]1[CH:8]=[CH:9][C:10]([N+:11]([O-:13])=[O:12])=[C:3]([O:2][CH3:1])[CH:4]=1)([CH3:26])[CH3:25])([CH3:22])([CH3:21])[CH3:20].